Task: Predict the reaction yield, written as a fraction of the theoretical maximum amount of product (1.0 means a 100% yield; for example, 0.34 means a 34% yield).. Dataset: Reaction yield outcomes from USPTO patents with 853,638 reactions (1) The reactants are [N:1]1([C:7]2[N:12]=[C:11]([N:13]3[CH2:18][CH2:17][O:16][CH2:15][CH2:14]3)[N:10]=[C:9]([C:19]3[CH:25]=[CH:24][C:22]([NH2:23])=[CH:21][CH:20]=3)[N:8]=2)[CH2:6][CH2:5][O:4][CH2:3][CH2:2]1.[F:26][C:27]1[CH:32]=[CH:31][C:30]([N:33]=[C:34]=[O:35])=[CH:29][CH:28]=1. No catalyst specified. The product is [N:1]1([C:7]2[N:12]=[C:11]([N:13]3[CH2:18][CH2:17][O:16][CH2:15][CH2:14]3)[N:10]=[C:9]([C:19]3[CH:25]=[CH:24][C:22]([NH:23][C:34]([NH:33][C:30]4[CH:31]=[CH:32][C:27]([F:26])=[CH:28][CH:29]=4)=[O:35])=[CH:21][CH:20]=3)[N:8]=2)[CH2:2][CH2:3][O:4][CH2:5][CH2:6]1. The yield is 0.330. (2) The reactants are [C:1]([C:3]1[C:4]([CH3:16])=[CH:5][C:6]([C:11]([O:13]CC)=[O:12])=[N:7][C:8]=1[O:9][CH3:10])#[N:2].[OH-].[Na+]. The catalyst is CO.C1COCC1. The product is [C:1]([C:3]1[C:4]([CH3:16])=[CH:5][C:6]([C:11]([OH:13])=[O:12])=[N:7][C:8]=1[O:9][CH3:10])#[N:2]. The yield is 0.870. (3) The reactants are [Cl-].O[NH3+:3].[C:4](=[O:7])([O-])[OH:5].[Na+].CS(C)=O.[CH2:13]([C:17]1[N:18]=[C:19]([CH3:43])[N:20]([CH2:39][CH:40]2[CH2:42][CH2:41]2)[C:21](=[O:38])[C:22]=1[CH2:23][C:24]1[CH:29]=[CH:28][C:27]([C:30]2[C:31]([C:36]#[N:37])=[CH:32][CH:33]=[CH:34][CH:35]=2)=[CH:26][CH:25]=1)[CH2:14][CH2:15][CH3:16]. The catalyst is O.C(OCC)(=O)C. The product is [CH2:13]([C:17]1[N:18]=[C:19]([CH3:43])[N:20]([CH2:39][CH:40]2[CH2:41][CH2:42]2)[C:21](=[O:38])[C:22]=1[CH2:23][C:24]1[CH:29]=[CH:28][C:27]([C:30]2[CH:35]=[CH:34][CH:33]=[CH:32][C:31]=2[C:36]2[NH:3][C:4](=[O:7])[O:5][N:37]=2)=[CH:26][CH:25]=1)[CH2:14][CH2:15][CH3:16]. The yield is 0.140. (4) The reactants are Cl[S:2]([C:5]1[CH:13]=[CH:12][C:8]([C:9]([OH:11])=[O:10])=[CH:7][CH:6]=1)(=[O:4])=[O:3].[CH3:14][O:15][C:16]1[CH:23]=[CH:22][C:19]([CH2:20][NH2:21])=[CH:18][CH:17]=1.C(N(CC)CC)C. The catalyst is CC(C)=O. The product is [CH3:14][O:15][C:16]1[CH:23]=[CH:22][C:19]([CH2:20][NH:21][S:2]([C:5]2[CH:13]=[CH:12][C:8]([C:9]([OH:11])=[O:10])=[CH:7][CH:6]=2)(=[O:4])=[O:3])=[CH:18][CH:17]=1. The yield is 0.700. (5) The reactants are [Cl:1][C:2]1[CH:3]=[C:4]([NH:9][C:10]2[C:19]3[C:14](=[CH:15][C:16](F)=[C:17]([N+:20]([O-:22])=[O:21])[CH:18]=3)[N:13]=[CH:12][N:11]=2)[CH:5]=[CH:6][C:7]=1[F:8].[CH3:24][O-:25].[Na+]. The catalyst is CO. The product is [Cl:1][C:2]1[CH:3]=[C:4]([NH:9][C:10]2[C:19]3[C:14](=[CH:15][C:16]([O:25][CH3:24])=[C:17]([N+:20]([O-:22])=[O:21])[CH:18]=3)[N:13]=[CH:12][N:11]=2)[CH:5]=[CH:6][C:7]=1[F:8]. The yield is 0.869. (6) The reactants are [I:1][C:2]1[CH:7]=[C:6]([N+:8]([O-:10])=[O:9])[CH:5]=[C:4]([N+]([O-])=O)[CH:3]=1.[CH3:14][O-:15].[Na+].O. The catalyst is CO. The product is [I:1][C:2]1[CH:7]=[C:6]([N+:8]([O-:10])=[O:9])[CH:5]=[C:4]([O:15][CH3:14])[CH:3]=1. The yield is 0.990.